From a dataset of Reaction yield outcomes from USPTO patents with 853,638 reactions. Predict the reaction yield, written as a fraction of the theoretical maximum amount of product (1.0 means a 100% yield; for example, 0.34 means a 34% yield). (1) The product is [CH3:1][O:2][C:3](=[O:39])[CH2:4][CH2:5][C@H:6]([NH:24][C:25](=[O:38])[CH2:26][CH2:27][CH2:28][CH2:29][CH2:30][CH2:31][C:32]1[CH:33]=[CH:34][CH:35]=[CH:36][CH:37]=1)[CH2:7][C:8]1[C:16]2[C:11](=[CH:12][CH:13]=[CH:14][CH:15]=2)[N:10]([CH2:17][C:18]2[CH:19]=[CH:20][CH:21]=[CH:22][CH:23]=2)[CH:9]=1. The catalyst is CO.[Pd]. The yield is 0.830. The reactants are [CH3:1][O:2][C:3](=[O:39])[CH:4]=[CH:5][CH:6]([NH:24][C:25](=[O:38])[CH2:26][CH2:27][CH2:28][CH2:29][CH2:30][CH2:31][C:32]1[CH:37]=[CH:36][CH:35]=[CH:34][CH:33]=1)[CH2:7][C:8]1[C:16]2[C:11](=[CH:12][CH:13]=[CH:14][CH:15]=2)[N:10]([CH2:17][C:18]2[CH:23]=[CH:22][CH:21]=[CH:20][CH:19]=2)[CH:9]=1. (2) The catalyst is C(O)C. The product is [NH2:1][C:4]1[CH:5]=[C:6]([C:14]2[CH:19]=[CH:18][C:17]([C:20]([F:21])([F:22])[F:23])=[CH:16][CH:15]=2)[CH:7]=[CH:8][C:9]=1[NH:10][C:11]([NH2:13])=[O:12]. The yield is 0.140. The reactants are [N+:1]([C:4]1[CH:5]=[C:6]([C:14]2[CH:19]=[CH:18][C:17]([C:20]([F:23])([F:22])[F:21])=[CH:16][CH:15]=2)[CH:7]=[CH:8][C:9]=1[NH:10][C:11]([NH2:13])=[O:12])([O-])=O.[H][H].